Dataset: Forward reaction prediction with 1.9M reactions from USPTO patents (1976-2016). Task: Predict the product of the given reaction. (1) Given the reactants [CH3:1][C:2]1[CH:23]=[CH:22][C:5]([C:6]([NH:8][C:9]2[S:10][C:11]3[CH:17]=[C:16]([C:18]([O:20][CH3:21])=[O:19])[CH:15]=[CH:14][C:12]=3[N:13]=2)=[O:7])=[CH:4][CH:3]=1.C(C(N1C2C=CC(C(O)=O)=CC=2SC1=NC(=O)C1C=CC(C)=CC=1)CC)(O)=O.C(=O)([O-])[O-].[K+].[K+].Br[CH:59]([CH2:64][CH3:65])[C:60]([O:62][CH3:63])=[O:61], predict the reaction product. The product is: [CH3:63][O:62][C:60](=[O:61])[CH:59]([N:13]1[C:12]2[CH:14]=[CH:15][C:16]([C:18]([O:20][CH3:21])=[O:19])=[CH:17][C:11]=2[S:10][C:9]1=[N:8][C:6](=[O:7])[C:5]1[CH:4]=[CH:3][C:2]([CH3:1])=[CH:23][CH:22]=1)[CH2:64][CH3:65]. (2) Given the reactants [NH:1]1[CH2:6][CH2:5][CH:4]([O:7][C:8]2[CH:9]=[C:10]([C:14]3[CH:19]=[CH:18][N:17]4[C:20]([C:23]5[CH:24]=[C:25]([NH:29][C:30]([NH:32][CH2:33][C:34]([F:37])([F:36])[F:35])=[O:31])[CH:26]=[CH:27][CH:28]=5)=[CH:21][N:22]=[C:16]4[CH:15]=3)[CH:11]=[CH:12][CH:13]=2)[CH2:3][CH2:2]1.[C:38](Cl)(=[O:40])[CH3:39].CCN(CC)CC, predict the reaction product. The product is: [C:38]([N:1]1[CH2:6][CH2:5][CH:4]([O:7][C:8]2[CH:9]=[C:10]([C:14]3[CH:19]=[CH:18][N:17]4[C:20]([C:23]5[CH:24]=[C:25]([NH:29][C:30]([NH:32][CH2:33][C:34]([F:35])([F:36])[F:37])=[O:31])[CH:26]=[CH:27][CH:28]=5)=[CH:21][N:22]=[C:16]4[CH:15]=3)[CH:11]=[CH:12][CH:13]=2)[CH2:3][CH2:2]1)(=[O:40])[CH3:39]. (3) Given the reactants Cl[C:2]1[C:11]2[C:6](=[CH:7][C:8]([O:12][CH3:13])=[CH:9][CH:10]=2)[CH:5]=[C:4]([NH:14][C:15]2[CH:19]=[C:18]([CH3:20])[NH:17][N:16]=2)[N:3]=1.[C:21]([C:24]1[CH:25]=[C:26](B(O)O)[CH:27]=[CH:28][CH:29]=1)(=[O:23])[CH3:22], predict the reaction product. The product is: [CH3:20][C:18]1[NH:17][N:16]=[C:15]([NH:14][C:4]2[N:3]=[C:2]([C:28]3[CH:29]=[C:24]([C:21](=[O:23])[CH3:22])[CH:25]=[CH:26][CH:27]=3)[C:11]3[C:6]([CH:5]=2)=[CH:7][C:8]([O:12][CH3:13])=[CH:9][CH:10]=3)[CH:19]=1. (4) Given the reactants C[O:2][C:3]([CH:5]1[CH2:9][CH2:8][CH2:7][N:6]1[C:10]([O:12][CH2:13][C:14]1[CH:19]=[CH:18][CH:17]=[CH:16][CH:15]=1)=[O:11])=O.Cl, predict the reaction product. The product is: [CH2:13]([O:12][C:10]([N:6]1[CH2:7][CH2:8][CH2:9][CH:5]1[CH:3]=[O:2])=[O:11])[C:14]1[CH:19]=[CH:18][CH:17]=[CH:16][CH:15]=1. (5) Given the reactants [Cl:1][C:2]1[CH:7]=[CH:6][C:5]([C:8]2[N:9]=[CH:10][N:11]([CH3:20])[C:12]=2[C:13]2[CH:18]=[CH:17][C:16]([Cl:19])=[CH:15][CH:14]=2)=[CH:4][CH:3]=1.C([Li])CCC.[C:26](Cl)([O:28][CH2:29][C:30]1[CH:35]=[CH:34][CH:33]=[CH:32][CH:31]=1)=[O:27].C(=O)(O)[O-].[Na+], predict the reaction product. The product is: [Cl:1][C:2]1[CH:3]=[CH:4][C:5]([C:8]2[N:9]=[C:10]([C:26]([O:28][CH2:29][C:30]3[CH:35]=[CH:34][CH:33]=[CH:32][CH:31]=3)=[O:27])[N:11]([CH3:20])[C:12]=2[C:13]2[CH:18]=[CH:17][C:16]([Cl:19])=[CH:15][CH:14]=2)=[CH:6][CH:7]=1. (6) Given the reactants Br[C:2]1[CH:32]=[CH:31][C:5]([C:6]([NH:8][C@@:9]2([C:19]3[CH:24]=[CH:23][C:22]([O:25][C:26]([F:29])([F:28])[F:27])=[C:21]([F:30])[CH:20]=3)[C:14]3=[N:15][CH:16]=[CH:17][CH:18]=[C:13]3[O:12][CH2:11][CH2:10]2)=[O:7])=[CH:4][C:3]=1[CH3:33].CC1(C)C2C=CC=C(P(C3C=CC=CC=3)C3C=CC=CC=3)C=2OC2C1=CC=CC=2P(C1C=CC=CC=1)C1C=CC=CC=1.[C:76](=O)([O-:78])[O-:77].[K+].[K+].O, predict the reaction product. The product is: [F:30][C:21]1[CH:20]=[C:19]([C@:9]2([NH:8][C:6]([C:5]3[CH:31]=[CH:32][C:2]([C:76]([OH:78])=[O:77])=[C:3]([CH3:33])[CH:4]=3)=[O:7])[C:14]3=[N:15][CH:16]=[CH:17][CH:18]=[C:13]3[O:12][CH2:11][CH2:10]2)[CH:24]=[CH:23][C:22]=1[O:25][C:26]([F:29])([F:28])[F:27]. (7) Given the reactants [CH2:1]([O:5][C:6]1[CH:11]=[CH:10][C:9]([S:12]([NH:15][CH:16]([C:20]2[CH:25]=[CH:24][C:23]([OH:26])=[CH:22][CH:21]=2)[C:17]([OH:19])=O)(=[O:14])=[O:13])=[CH:8][CH:7]=1)[C:2]#[C:3][CH3:4].C([O-])(O)=O.[Na+].C(Cl)CCl.C1C=CC2N(O)N=NC=2C=1.Cl.[C:47]([O:51][NH2:52])([CH3:50])([CH3:49])[CH3:48], predict the reaction product. The product is: [C:47]([O:51][NH:52][C:17](=[O:19])[CH:16]([NH:15][S:12]([C:9]1[CH:10]=[CH:11][C:6]([O:5][CH2:1][C:2]#[C:3][CH3:4])=[CH:7][CH:8]=1)(=[O:14])=[O:13])[C:20]1[CH:25]=[CH:24][C:23]([OH:26])=[CH:22][CH:21]=1)([CH3:50])([CH3:49])[CH3:48]. (8) Given the reactants [Na].[NH:2]1[C:6]([C:7](=O)[CH3:8])=[CH:5][CH:4]=[N:3]1.[C:10]([O:17][CH2:18][CH3:19])(=[O:16])[C:11](OCC)=O.Cl.[NH2:21][NH2:22].[OH-].[Na+], predict the reaction product. The product is: [NH:21]1[C:11]([C:10]([O:17][CH2:18][CH3:19])=[O:16])=[CH:8][C:7]([C:6]2[NH:2][N:3]=[CH:4][CH:5]=2)=[N:22]1. (9) Given the reactants C(#N)C.[SH:4][C:5]1[N:9]([CH3:10])[N:8]=[N:7][N:6]=1.[CH2:11]1[CH2:17][S:14](=[O:16])(=[O:15])[O:13][CH2:12]1, predict the reaction product. The product is: [CH3:10][N:9]1[C:5]([S:4][CH2:12][CH2:11][CH2:17][S:14]([OH:16])(=[O:15])=[O:13])=[N:6][N:7]=[N:8]1. (10) Given the reactants C(=O)([O-])O.[Na+].[I:6]N1C(=O)CCC1=O.[CH2:14]([N:21]1[C:25]2[N:26]=[C:27]([C:33]3[CH:38]=[CH:37][C:36]([F:39])=[C:35]([C:40]([O:42][CH3:43])=[O:41])[CH:34]=3)[CH:28]=[C:29]([C:30]([OH:32])=[O:31])[C:24]=2[CH:23]=[N:22]1)[C:15]1[CH:20]=[CH:19][CH:18]=[CH:17][CH:16]=1, predict the reaction product. The product is: [CH2:14]([N:21]1[C:25]2[N:26]=[C:27]([C:33]3[CH:38]=[CH:37][C:36]([F:39])=[C:35]([C:40]([O:42][CH3:43])=[O:41])[CH:34]=3)[CH:28]=[C:29]([C:30]([OH:32])=[O:31])[C:24]=2[C:23]([I:6])=[N:22]1)[C:15]1[CH:20]=[CH:19][CH:18]=[CH:17][CH:16]=1.